Dataset: Reaction yield outcomes from USPTO patents with 853,638 reactions. Task: Predict the reaction yield, written as a fraction of the theoretical maximum amount of product (1.0 means a 100% yield; for example, 0.34 means a 34% yield). (1) The reactants are [CH:1]1([Mg]Br)[CH2:3][CH2:2]1.Br[C:7]1[CH:12]=[CH:11][CH:10]=[C:9]([CH:13]2[O:17][CH2:16][CH2:15][O:14]2)[N:8]=1. The catalyst is C1COCC1.[Cl-].[Zn+2].[Cl-].[O-]S([O-])(=O)=O.[Zn+2].C1C=CC([P]([Pd]([P](C2C=CC=CC=2)(C2C=CC=CC=2)C2C=CC=CC=2)([P](C2C=CC=CC=2)(C2C=CC=CC=2)C2C=CC=CC=2)[P](C2C=CC=CC=2)(C2C=CC=CC=2)C2C=CC=CC=2)(C2C=CC=CC=2)C2C=CC=CC=2)=CC=1. The product is [CH:1]1([C:7]2[CH:12]=[CH:11][CH:10]=[C:9]([CH:13]3[O:14][CH2:15][CH2:16][O:17]3)[N:8]=2)[CH2:3][CH2:2]1. The yield is 0.930. (2) The reactants are Br[C:2]1[CH:3]=[C:4]2[CH2:10][C@@:9]3([CH:15]4[CH2:16][CH2:17][N:12]([CH2:13][CH2:14]4)[CH2:11]3)[O:8][C:5]2=[N:6][CH:7]=1.[CH2:18]=[CH:19][C:20]1[CH:25]=[CH:24][CH:23]=[CH:22][CH:21]=1.C(N(CC)CC)C. The catalyst is C(#N)C.C([O-])(=O)C.[Pd+2].C([O-])(=O)C.C1(C)C=CC=CC=1P(C1C=CC=CC=1C)C1C=CC=CC=1C. The product is [C:20]1(/[CH:19]=[CH:18]/[C:2]2[CH:3]=[C:4]3[CH2:10][C@@:9]4([CH:15]5[CH2:16][CH2:17][N:12]([CH2:13][CH2:14]5)[CH2:11]4)[O:8][C:5]3=[N:6][CH:7]=2)[CH:25]=[CH:24][CH:23]=[CH:22][CH:21]=1. The yield is 0.550.